From a dataset of HIV replication inhibition screening data with 41,000+ compounds from the AIDS Antiviral Screen. Binary Classification. Given a drug SMILES string, predict its activity (active/inactive) in a high-throughput screening assay against a specified biological target. (1) The molecule is CCN1CC2(C)CCC(OC)C34C2C(OC(C)=O)C2(OCOC25CC(OC)C2CC3(O)C5C2OC(C)=O)C14. The result is 0 (inactive). (2) The compound is O=C(O)c1ccc(C2=Cc3cc(Cl)ccc3OC2)cc1. The result is 0 (inactive).